From a dataset of Peptide-MHC class II binding affinity with 134,281 pairs from IEDB. Regression. Given a peptide amino acid sequence and an MHC pseudo amino acid sequence, predict their binding affinity value. This is MHC class II binding data. (1) The peptide sequence is AADHAAPEDKYEAFV. The MHC is HLA-DQA10102-DQB10502 with pseudo-sequence HLA-DQA10102-DQB10502. The binding affinity (normalized) is 0.453. (2) The MHC is DRB4_0103 with pseudo-sequence DRB4_0103. The binding affinity (normalized) is 0.597. The peptide sequence is WFVRNPFFAVTALTI. (3) The peptide sequence is NDVSTYASGKVWGQK. The MHC is DRB1_0901 with pseudo-sequence DRB1_0901. The binding affinity (normalized) is 0.529. (4) The peptide sequence is DFDGRSEFAYGSFVR. The MHC is DRB1_1501 with pseudo-sequence DRB1_1501. The binding affinity (normalized) is 0.466.